From a dataset of Full USPTO retrosynthesis dataset with 1.9M reactions from patents (1976-2016). Predict the reactants needed to synthesize the given product. (1) Given the product [O:40]=[C:37]1[NH:36][C@H:35]2[CH2:34][S:33][C@@H:32]([CH2:31][CH2:30][CH2:29][CH2:28][NH:25][C:26]([NH:1][CH2:2][CH2:3][CH2:4][CH2:5][C:6]([O:8][C:9]([CH3:12])([CH3:11])[CH3:10])=[O:7])=[O:27])[C@H:39]2[NH:38]1, predict the reactants needed to synthesize it. The reactants are: [NH2:1][CH2:2][CH2:3][CH2:4][CH2:5][C:6]([O:8][C:9]([CH3:12])([CH3:11])[CH3:10])=[O:7].C(N(CC)CC)C.CN(C)C=O.[N:25]([CH2:28][CH2:29][CH2:30][CH2:31][C@H:32]1[C@@H:39]2[C@@H:35]([NH:36][C:37](=[O:40])[NH:38]2)[CH2:34][S:33]1)=[C:26]=[O:27].[N-]=C=O. (2) The reactants are: [CH3:1][O:2][C:3]1[CH:12]=[C:11]([O:13][CH3:14])[CH:10]=[C:9]2[C:4]=1[CH:5]=[CH:6][CH:7]([C:15]1[CH:20]=[CH:19][C:18]([O:21][CH3:22])=[C:17]([O:23][CH3:24])[CH:16]=1)[O:8]2.C[N+]1([O-])CC[O:29]CC1.S(S([O-])=O)([O-])(=O)=O.[Na+].[Na+]. Given the product [CH3:1][O:2][C:3]1[CH:12]=[C:11]([O:13][CH3:14])[CH:10]=[C:9]2[C:4]=1[CH2:5][C:6](=[O:29])[CH:7]([C:15]1[CH:20]=[CH:19][C:18]([O:21][CH3:22])=[C:17]([O:23][CH3:24])[CH:16]=1)[O:8]2, predict the reactants needed to synthesize it. (3) Given the product [CH:1]([N:3]([CH2:12][C@@H:13]([CH2:17][CH2:18][CH2:19][CH2:20][CH3:21])[C:14]([F:49])=[O:15])[O:4][CH2:5][C:6]1[CH:11]=[CH:10][CH:9]=[CH:8][CH:7]=1)=[O:2], predict the reactants needed to synthesize it. The reactants are: [CH:1]([N:3]([CH2:12][C@@H:13]([CH2:17][CH2:18][CH2:19][CH2:20][CH3:21])[C:14](O)=[O:15])[O:4][CH2:5][C:6]1[CH:11]=[CH:10][CH:9]=[CH:8][CH:7]=1)=[O:2].C(OC(NC[C@@H](CCCCC)C(O)=O)=O)C1C=CC=CC=1.N1C=CC=CC=1.[F:49]C1N=C(F)N=C(F)N=1. (4) Given the product [Br-:1].[CH:2]1([C@@:8]([OH:34])([C:28]2[CH:29]=[CH:30][CH:31]=[CH:32][CH:33]=2)[C:9]([O:54][CH:55]2[CH2:56][CH2:57][N+:58]([CH3:70])([CH2:61][CH2:62][CH2:63][C:64]3[CH:65]=[CH:66][CH:67]=[CH:68][CH:69]=3)[CH2:59][CH2:60]2)=[O:11])[CH2:4][CH2:5][CH2:6][CH2:7]1, predict the reactants needed to synthesize it. The reactants are: [Br-:1].[CH:2]1([C:8]([OH:34])([C:28]2[CH:33]=[CH:32][CH:31]=[CH:30][CH:29]=2)[C:9]([O:11]CC2CCC[N+]2(C(C2C=CON=2)C(=O)N)C)=O)[CH2:7][CH2:6][CH2:5][CH2:4]C1.[Br-].OC[C@H]1CCC[N+]1(CC(=O)NC1C=CON=1)C.[Br-].[OH:54][CH:55]1[CH2:60][CH2:59][N+:58]([CH3:70])([CH2:61][CH2:62][CH2:63][C:64]2[CH:69]=[CH:68][CH:67]=[CH:66][CH:65]=2)[CH2:57][CH2:56]1.C1(C(C2C=CC=CC=2)(O)C(O)=O)CCCC1. (5) Given the product [Cl:1][C:2]1[CH:7]=[C:6]([Cl:8])[CH:5]=[CH:4][C:3]=1[C@@:9]1([CH2:32][N:33]2[CH:37]=[CH:36][N:35]=[CH:34]2)[O:13][C@H:12]([CH2:14][O:15][C:16]2[CH:21]=[CH:20][C:19]([N:22]3[CH2:27][CH2:26][N:25]([S:28]([CH2:31][CH:39]([CH3:40])[CH3:38])(=[O:30])=[O:29])[CH2:24][CH2:23]3)=[CH:18][CH:17]=2)[CH2:11][O:10]1, predict the reactants needed to synthesize it. The reactants are: [Cl:1][C:2]1[CH:7]=[C:6]([Cl:8])[CH:5]=[CH:4][C:3]=1[C@@:9]1([CH2:32][N:33]2[CH:37]=[CH:36][N:35]=[CH:34]2)[O:13][C@H:12]([CH2:14][O:15][C:16]2[CH:21]=[CH:20][C:19]([N:22]3[CH2:27][CH2:26][N:25]([S:28]([CH3:31])(=[O:30])=[O:29])[CH2:24][CH2:23]3)=[CH:18][CH:17]=2)[CH2:11][O:10]1.[CH3:38][CH:39](C)[CH2:40]S(Cl)(=O)=O.CS(Cl)(=O)=O.